From a dataset of Full USPTO retrosynthesis dataset with 1.9M reactions from patents (1976-2016). Predict the reactants needed to synthesize the given product. (1) The reactants are: [H-].[Na+].[OH:3][CH2:4][C:5]1[CH:19]=[CH:18][C:8]([O:9][C:10]2[CH:11]=[C:12]([CH:15]=[CH:16][CH:17]=2)[C:13]#[N:14])=[C:7]([C:20]([F:23])([F:22])[F:21])[CH:6]=1.[C:24]([O:28][C:29]([N:31]1[C:39]2[N:34]([C:35](=[O:41])[N:36]=[C:37](Cl)[CH:38]=2)[CH2:33][CH2:32]1)=[O:30])([CH3:27])([CH3:26])[CH3:25]. Given the product [C:13]([C:12]1[CH:11]=[C:10]([CH:17]=[CH:16][CH:15]=1)[O:9][C:8]1[CH:18]=[CH:19][C:5]([CH2:4][O:3][C:37]2[CH:38]=[C:39]3[N:31]([C:29]([O:28][C:24]([CH3:27])([CH3:26])[CH3:25])=[O:30])[CH2:32][CH2:33][N:34]3[C:35](=[O:41])[N:36]=2)=[CH:6][C:7]=1[C:20]([F:21])([F:22])[F:23])#[N:14], predict the reactants needed to synthesize it. (2) Given the product [Br:18][C:11]1[NH:12][C:13]2[N:5]([CH2:1][CH:2]([CH3:4])[CH3:3])[C:6](=[O:17])[N:7]3[CH:16]=[N:15][N:14]=[C:8]3[C:9]=2[N:10]=1, predict the reactants needed to synthesize it. The reactants are: [CH2:1]([N:5]1[C:13]2[NH:12][CH:11]=[N:10][C:9]=2[C:8]2=[N:14][N:15]=[CH:16][N:7]2[C:6]1=[O:17])[CH:2]([CH3:4])[CH3:3].[Br:18]N1C(=O)CCC1=O. (3) Given the product [Cl:26][C:27]1[CH:32]=[C:31]([O:19][C:17]2[CH:16]=[CH:15][C:13]3[N:14]=[C:10]([NH:9][C@H:7]([CH:1]4[CH2:6][CH2:5][CH2:4][CH2:3][CH2:2]4)[CH3:8])[S:11][C:12]=3[CH:18]=2)[CH:30]=[CH:29][N:28]=1, predict the reactants needed to synthesize it. The reactants are: [CH:1]1([C@@H:7]([NH:9][C:10]2[S:11][C:12]3[CH:18]=[C:17]([OH:19])[CH:16]=[CH:15][C:13]=3[N:14]=2)[CH3:8])[CH2:6][CH2:5][CH2:4][CH2:3][CH2:2]1.C(=O)([O-])[O-].[Cs+].[Cs+].[Cl:26][C:27]1[CH:32]=[C:31](F)[CH:30]=[CH:29][N:28]=1. (4) Given the product [CH:1]1([N:6]2[CH2:12][C:11]([F:13])([F:14])[C:10](=[O:15])[N:9]([CH3:16])[C:8]3[CH:17]=[N:18][C:19]([NH:21][C:22]4[CH:30]=[CH:29][C:25]([C:26]([NH:46][CH2:47][CH2:52][O:77][CH3:76])=[O:27])=[CH:24][C:23]=4[O:31][CH3:32])=[N:20][C:7]2=3)[CH2:2][CH2:3][CH2:4][CH2:5]1, predict the reactants needed to synthesize it. The reactants are: [CH:1]1([N:6]2[CH2:12][C:11]([F:14])([F:13])[C:10](=[O:15])[N:9]([CH3:16])[C:8]3[CH:17]=[N:18][C:19]([NH:21][C:22]4[CH:30]=[CH:29][C:25]([C:26](O)=[O:27])=[CH:24][C:23]=4[O:31][CH3:32])=[N:20][C:7]2=3)[CH2:5][CH2:4][CH2:3][CH2:2]1.F[P-](F)(F)(F)(F)F.CN(C(N(C)C)=[N+]1[C:52]2[C:47](=NC=CC=2)[N+:46]([O-])=N1)C.ON1C2C=CC=CC=2N=N1.C(N(C(C)C)CC)(C)C.[C:76](=O)(O)[O-:77].[Na+]. (5) Given the product [Br:1][C:2](=[CH2:8])[CH2:3][CH2:4][CH2:5][CH2:6][O:7][C:15](=[O:16])[C:12]1[CH:13]=[CH:14][C:9]([CH3:18])=[CH:10][CH:11]=1, predict the reactants needed to synthesize it. The reactants are: [Br:1][C:2](=[CH2:8])[CH2:3][CH2:4][CH2:5][CH2:6][OH:7].[C:9]1([CH3:18])[CH:14]=[CH:13][C:12]([C:15](Cl)=[O:16])=[CH:11][CH:10]=1.C(N(CC)CC)C. (6) Given the product [F:48][C:45]1[CH:46]=[CH:47][C:42]([NH:41][C:40]([C:37]2([C:35]([NH:34][C:33]3[CH:32]=[CH:31][C:4]([O:5][C:6]4[CH:11]=[CH:10][N:9]=[C:8]([NH:12][C:13]([N:61]5[CH2:62][CH2:63][CH:58]([CH2:57][N:52]6[CH2:56][CH2:55][CH2:54][CH2:53]6)[CH2:59][CH2:60]5)=[O:14])[CH:7]=4)=[CH:3][C:2]=3[F:1])=[O:36])[CH2:39][CH2:38]2)=[O:49])=[CH:43][CH:44]=1, predict the reactants needed to synthesize it. The reactants are: [F:1][C:2]1[CH:3]=[C:4]([CH:31]=[CH:32][C:33]=1[NH:34][C:35]([C:37]1([C:40](=[O:49])[NH:41][C:42]2[CH:47]=[CH:46][C:45]([F:48])=[CH:44][CH:43]=2)[CH2:39][CH2:38]1)=[O:36])[O:5][C:6]1[CH:11]=[CH:10][N:9]=[C:8]([N:12](C(OC2C=CC=CC=2)=O)[C:13](=O)[O:14]C2C=CC=CC=2)[CH:7]=1.Cl.Cl.[N:52]1([CH2:57][CH:58]2[CH2:63][CH2:62][NH:61][CH2:60][CH2:59]2)[CH2:56][CH2:55][CH2:54][CH2:53]1.C(N(CC)CC)C.O.